From a dataset of Forward reaction prediction with 1.9M reactions from USPTO patents (1976-2016). Predict the product of the given reaction. Given the reactants Cl[C:2]1[C:3]2[S:16][CH:15]=[CH:14][C:4]=2[N:5]=[C:6]([C:8]2[CH:13]=[CH:12][CH:11]=[CH:10][CH:9]=2)[N:7]=1.[CH3:17][O:18][C:19]1[CH:25]=[CH:24][C:23]([O:26][CH3:27])=[CH:22][C:20]=1[NH2:21], predict the reaction product. The product is: [CH3:17][O:18][C:19]1[CH:25]=[CH:24][C:23]([O:26][CH3:27])=[CH:22][C:20]=1[NH:21][C:2]1[C:3]2[S:16][CH:15]=[CH:14][C:4]=2[N:5]=[C:6]([C:8]2[CH:13]=[CH:12][CH:11]=[CH:10][CH:9]=2)[N:7]=1.